From a dataset of NCI-60 drug combinations with 297,098 pairs across 59 cell lines. Regression. Given two drug SMILES strings and cell line genomic features, predict the synergy score measuring deviation from expected non-interaction effect. Cell line: A498. Synergy scores: CSS=42.5, Synergy_ZIP=-8.67, Synergy_Bliss=0.100, Synergy_Loewe=4.98, Synergy_HSA=5.66. Drug 1: C1=CC=C(C=C1)NC(=O)CCCCCCC(=O)NO. Drug 2: C1CN1C2=NC(=NC(=N2)N3CC3)N4CC4.